This data is from Full USPTO retrosynthesis dataset with 1.9M reactions from patents (1976-2016). The task is: Predict the reactants needed to synthesize the given product. (1) Given the product [Br:1][C:2]1[CH:7]=[CH:6][CH:5]=[CH:4][C:3]=1[C:8]1[N:12]([CH2:25][O:24][CH2:23][CH2:22][Si:21]([CH3:28])([CH3:27])[CH3:20])[CH:11]=[CH:10][N:9]=1, predict the reactants needed to synthesize it. The reactants are: [Br:1][C:2]1[CH:7]=[CH:6][CH:5]=[CH:4][C:3]=1[C:8]1[NH:9][CH:10]=[CH:11][N:12]=1.CN(C=O)C.[H-].[Na+].[CH3:20][Si:21]([CH3:28])([CH3:27])[CH2:22][CH2:23][O:24][CH2:25]Cl. (2) Given the product [C:18]1([C:16]2[N:17]=[C:11]3[CH:10]=[C:9]([NH:8][C:7]([C:6]4[N:2]([CH3:1])[N:3]=[CH:4][C:5]=4[C:25]([N:33]4[CH:34]5[CH2:37][N:30]([CH2:36][CH2:35]5)[CH2:31][CH2:32]4)=[O:26])=[O:24])[CH:14]=[CH:13][N:12]3[N:15]=2)[CH:23]=[CH:22][CH:21]=[CH:20][CH:19]=1, predict the reactants needed to synthesize it. The reactants are: [CH3:1][N:2]1[C:6]([C:7](=[O:24])[NH:8][C:9]2[CH:14]=[CH:13][N:12]3[N:15]=[C:16]([C:18]4[CH:23]=[CH:22][CH:21]=[CH:20][CH:19]=4)[N:17]=[C:11]3[CH:10]=2)=[C:5]([C:25](O)=[O:26])[CH:4]=[N:3]1.Cl.Cl.[N:30]12[CH2:37][CH:34]([CH2:35][CH2:36]1)[NH:33][CH2:32][CH2:31]2.CCCP(=O)=O.C(N(CC)C(C)C)(C)C. (3) Given the product [CH2:1]([NH:3][CH2:4][CH2:5][C:6]1[C:15]2[CH2:14][S:13][N:12]=[C:11]([NH2:16])[C:10]3=[N:24][N:25]([CH2:27][C:28]4[C:33]([CH3:34])=[C:32]([O:35][CH3:36])[C:31]([CH3:37])=[CH:30][N:29]=4)[N:26]=[C:8]([C:9]=23)[CH:7]=1)[CH3:2], predict the reactants needed to synthesize it. The reactants are: [CH2:1]([NH:3][CH2:4][CH2:5][C:6]1[C:15]2[CH2:14][S:13][N:12]=[C:11]([NH:16]C(=O)OC(C)(C)C)[C:10]3=[N:24][N:25]([CH2:27][C:28]4[C:33]([CH3:34])=[C:32]([O:35][CH3:36])[C:31]([CH3:37])=[CH:30][N:29]=4)[N:26]=[C:8]([C:9]=23)[CH:7]=1)[CH3:2]. (4) Given the product [Cl:1][C:2]1[CH:10]=[CH:9][CH:8]=[C:7]2[C:3]=1[C:4]([C:18](=[O:23])[C:19]([F:21])([F:22])[F:20])=[CH:5][N:6]2[CH2:11][CH2:12][CH:13]=[O:14], predict the reactants needed to synthesize it. The reactants are: [Cl:1][C:2]1[CH:10]=[CH:9][CH:8]=[C:7]2[C:3]=1[C:4]([C:18](=[O:23])[C:19]([F:22])([F:21])[F:20])=[CH:5][N:6]2[CH2:11][CH2:12][CH:13](OC)[O:14]C.Cl.C([O-])(O)=O.[Na+]. (5) Given the product [Cl:1][C:2]1[CH:3]=[C:4]([CH:14]=[CH:15][C:16]=1[CH3:17])[S:5][C:6]1[CH:13]=[CH:12][C:9]([CH2:10][NH2:11])=[CH:8][CH:7]=1, predict the reactants needed to synthesize it. The reactants are: [Cl:1][C:2]1[CH:3]=[C:4]([CH:14]=[CH:15][C:16]=1[CH3:17])[S:5][C:6]1[CH:13]=[CH:12][C:9]([C:10]#[N:11])=[CH:8][CH:7]=1.C1COCC1.[H-].[Al+3].[Li+].[H-].[H-].[H-].[OH-].[Na+]. (6) Given the product [CH3:28][S:29]([O:20][CH:8]([C:5]1[CH:6]=[N:7][C:2]([Cl:1])=[CH:3][CH:4]=1)[CH2:9][CH2:10][CH:11]([O:12][S:29]([CH3:28])(=[O:31])=[O:30])[C:13]1[CH:14]=[N:15][C:16]([Cl:19])=[CH:17][CH:18]=1)(=[O:31])=[O:30], predict the reactants needed to synthesize it. The reactants are: [Cl:1][C:2]1[N:7]=[CH:6][C:5]([CH:8]([OH:20])[CH2:9][CH2:10][CH:11]([C:13]2[CH:14]=[N:15][C:16]([Cl:19])=[CH:17][CH:18]=2)[OH:12])=[CH:4][CH:3]=1.C(N(CC)CC)C.[CH3:28][S:29](Cl)(=[O:31])=[O:30].